From a dataset of Full USPTO retrosynthesis dataset with 1.9M reactions from patents (1976-2016). Predict the reactants needed to synthesize the given product. (1) Given the product [F:1][C:2]1[CH:7]=[C:6]([F:8])[C:5]([C:9]2[CH:10]=[N:11][C:12]([CH3:15])=[N:13][CH:14]=2)=[CH:4][C:3]=1[C@:16]1([CH3:37])[CH2:21][C@@H:20]([C:22]2[C:23]([CH3:28])=[N:24][O:25][C:26]=2[CH3:27])[S:19][C:18]([NH2:29])=[N:17]1, predict the reactants needed to synthesize it. The reactants are: [F:1][C:2]1[CH:7]=[C:6]([F:8])[C:5]([C:9]2[CH:10]=[N:11][C:12]([CH3:15])=[N:13][CH:14]=2)=[CH:4][C:3]=1[C@:16]1([CH3:37])[CH2:21][C@@H:20]([C:22]2[C:23]([CH3:28])=[N:24][O:25][C:26]=2[CH3:27])[S:19][C:18]([NH:29]C(=O)OC(C)(C)C)=[N:17]1.C(O)(C(F)(F)F)=O. (2) The reactants are: FC(F)(F)C(O)=O.[OH:8][C:9]1[CH:36]=[CH:35][C:34]([CH:37]2[CH2:42][CH2:41][CH2:40][CH2:39][N:38]2[CH3:43])=[CH:33][C:10]=1[C:11]([NH:13][C:14]1[CH:26]=[C:25]([C:27]2[CH:32]=[CH:31][CH:30]=[CH:29][CH:28]=2)[CH:24]=[CH:23][C:15]=1[C:16]([O:18]C(C)(C)C)=[O:17])=[O:12]. Given the product [OH:8][C:9]1[CH:36]=[CH:35][C:34]([CH:37]2[CH2:42][CH2:41][CH2:40][CH2:39][N:38]2[CH3:43])=[CH:33][C:10]=1[C:11]([NH:13][C:14]1[CH:26]=[C:25]([C:27]2[CH:28]=[CH:29][CH:30]=[CH:31][CH:32]=2)[CH:24]=[CH:23][C:15]=1[C:16]([OH:18])=[O:17])=[O:12], predict the reactants needed to synthesize it. (3) Given the product [OH:12][C:10]1[CH:11]=[C:2]([CH2:32][CH:31]([CH3:37])[CH3:36])[CH:3]=[C:4]2[C:9]=1[N:8]=[CH:7][NH:6][C:5]2=[O:29], predict the reactants needed to synthesize it. The reactants are: Br[C:2]1[CH:3]=[C:4]2[C:9](=[C:10]([O:12]COCC[Si](C)(C)C)[CH:11]=1)[N:8]=[CH:7][N:6](COCC[Si](C)(C)C)[C:5]2=[O:29].[Br-].[C:31]1([CH2:37]CC[Zn+])[CH:36]=CC=C[CH:32]=1.[Br-].C([Zn+])C1C=CC=CC=1. (4) Given the product [F:1][C:2]1[CH:3]=[C:4]([C:9]([OH:12])([CH3:10])[CH3:11])[CH:5]=[C:6]([F:8])[C:7]=1[B:22]1[O:26][C:25]([CH3:28])([CH3:27])[C:24]([CH3:30])([CH3:29])[O:23]1, predict the reactants needed to synthesize it. The reactants are: [F:1][C:2]1[CH:3]=[C:4]([C:9]([OH:12])([CH3:11])[CH3:10])[CH:5]=[C:6]([F:8])[CH:7]=1.[Li]CCCC.C(O[B:22]1[O:26][C:25]([CH3:28])([CH3:27])[C:24]([CH3:30])([CH3:29])[O:23]1)(C)C. (5) Given the product [Br:20][C:17]1[CH:18]=[CH:19][C:14]([C:11]2[C:10]3[CH:21]=[CH:22][C:7]([O:6][CH2:5][CH2:4][CH2:3][CH2:2][N:24]([CH3:23])[CH2:25][CH2:26][OH:27])=[CH:8][C:9]=3[S:13][N:12]=2)=[CH:15][CH:16]=1, predict the reactants needed to synthesize it. The reactants are: Br[CH2:2][CH2:3][CH2:4][CH2:5][O:6][C:7]1[CH:22]=[CH:21][C:10]2[C:11]([C:14]3[CH:19]=[CH:18][C:17]([Br:20])=[CH:16][CH:15]=3)=[N:12][S:13][C:9]=2[CH:8]=1.[CH3:23][NH:24][CH2:25][CH2:26][OH:27]. (6) Given the product [NH:4]1[C:12]2[C:7](=[CH:8][C:9]([C:13]([O:15][CH2:16][CH3:17])=[O:14])=[CH:10][CH:11]=2)[CH:6]=[N:5]1, predict the reactants needed to synthesize it. The reactants are: C([N:4]1[C:12]2[C:7](=[CH:8][C:9]([C:13]([O:15][CH2:16][CH3:17])=[O:14])=[CH:10][CH:11]=2)[CH:6]=[N:5]1)(=O)C.Cl.O.O.N. (7) The reactants are: [NH2:1][C:2]1[N:7]=[CH:6][C:5]([C:8]2[C:9](Br)=[CH:10][C:11]3[C:12]4[C:20]([NH:21][C@H:22]([CH:27]5[CH2:29][CH2:28]5)[C:23]([F:26])([F:25])[F:24])=[N:19][CH:18]=[C:17]([C:30]([NH2:32])=[O:31])[C:13]=4[NH:14][C:15]=3[CH:16]=2)=[CH:4][N:3]=1.[CH3:34][C:35]1([CH3:51])[C:39]([CH3:41])([CH3:40])[O:38][B:37]([B:37]2[O:38][C:39]([CH3:41])([CH3:40])[C:35]([CH3:51])([CH3:34])[O:36]2)[O:36]1.C([O-])(=O)C.[K+]. Given the product [NH2:1][C:2]1[N:7]=[CH:6][C:5]([C:8]2[C:9]([B:37]3[O:38][C:39]([CH3:41])([CH3:40])[C:35]([CH3:51])([CH3:34])[O:36]3)=[CH:10][C:11]3[C:12]4[C:20]([NH:21][C@H:22]([CH:27]5[CH2:29][CH2:28]5)[C:23]([F:26])([F:25])[F:24])=[N:19][CH:18]=[C:17]([C:30]([NH2:32])=[O:31])[C:13]=4[NH:14][C:15]=3[CH:16]=2)=[CH:4][N:3]=1, predict the reactants needed to synthesize it. (8) Given the product [N:18]1[C:19]2[C:14](=[CH:13][C:12]([CH2:11][C:8]3[N:6]4[N:7]=[C:2]([C:27](=[O:29])[CH3:28])[CH:3]=[CH:4][C:5]4=[N:10][N:9]=3)=[CH:21][CH:20]=2)[CH:15]=[CH:16][CH:17]=1, predict the reactants needed to synthesize it. The reactants are: Cl[C:2]1[CH:3]=[CH:4][C:5]2[N:6]([C:8]([CH2:11][C:12]3[CH:13]=[C:14]4[C:19](=[CH:20][CH:21]=3)[N:18]=[CH:17][CH:16]=[CH:15]4)=[N:9][N:10]=2)[N:7]=1.C([Sn](CCCC)(CCCC)[C:27]([O:29]CC)=[CH2:28])CCC.FC1C(C(C2N3N=C(C(=O)C)C=CC3=NC=2)C)=C(F)C=C2C=1C=NN2C. (9) Given the product [OH:2][CH:1]([C:30]1[CH:35]=[CH:34][CH:33]=[CH:32][CH:31]=1)[C:3]1[CH:4]=[C:5]([CH3:22])[CH:6]=[C:7]2[C:12]=1[O:11][CH:10]([C:13]([F:16])([F:14])[F:15])[C:9]([C:17]([O:19][CH2:20][CH3:21])=[O:18])=[CH:8]2, predict the reactants needed to synthesize it. The reactants are: [CH:1]([C:3]1[CH:4]=[C:5]([CH3:22])[CH:6]=[C:7]2[C:12]=1[O:11][CH:10]([C:13]([F:16])([F:15])[F:14])[C:9]([C:17]([O:19][CH2:20][CH3:21])=[O:18])=[CH:8]2)=[O:2].C(=O)=O.CC(C)=O.[C:30]1([Mg]Br)[CH:35]=[CH:34][CH:33]=[CH:32][CH:31]=1. (10) Given the product [CH:1]([C:4]1[CH:9]=[C:8]([N+:11]([O-:13])=[O:12])[CH:7]=[CH:6][C:5]=1[OH:10])([CH3:3])[CH3:2], predict the reactants needed to synthesize it. The reactants are: [CH:1]([C:4]1[CH:9]=[CH:8][CH:7]=[CH:6][C:5]=1[OH:10])([CH3:3])[CH3:2].[N+:11]([O-])([OH:13])=[O:12].O.